Dataset: Reaction yield outcomes from USPTO patents with 853,638 reactions. Task: Predict the reaction yield, written as a fraction of the theoretical maximum amount of product (1.0 means a 100% yield; for example, 0.34 means a 34% yield). (1) The reactants are [CH3:1][CH:2]1[CH2:4][CH:3]1[C:5]([OH:7])=O.O1CCCC1.C(Cl)(=O)C(Cl)=O.Cl.[NH2:20][C:21]1[N:22]=[C:23]2[CH:28]=[CH:27][C:26]([O:29][C:30]3[CH:31]=[CH:32][C:33]([CH3:46])=[C:34]([NH:36][C:37]([C:39]4[N:43]([CH3:44])[N:42]=[C:41]([CH3:45])[CH:40]=4)=[O:38])[CH:35]=3)=[N:25][N:24]2[CH:47]=1. The catalyst is CN(C)C=O.CN(C)C(=O)C. The product is [CH3:44][N:43]1[C:39]([C:37]([NH:36][C:34]2[CH:35]=[C:30]([O:29][C:26]3[CH:27]=[CH:28][C:23]4[N:24]([CH:47]=[C:21]([NH:20][C:5]([CH:3]5[CH2:4][CH:2]5[CH3:1])=[O:7])[N:22]=4)[N:25]=3)[CH:31]=[CH:32][C:33]=2[CH3:46])=[O:38])=[CH:40][C:41]([CH3:45])=[N:42]1. The yield is 0.700. (2) The reactants are Br[C:2]1[CH:7]=[CH:6][C:5]([CH2:8][N:9]2[CH2:14][CH2:13][N:12]([C:15]([O:17][C:18]([CH3:21])([CH3:20])[CH3:19])=[O:16])[CH2:11][CH2:10]2)=[C:4]([CH:22]([CH3:24])[CH3:23])[CH:3]=1.[NH:25]1[CH2:29][CH2:28][CH2:27][CH2:26]1.C(O[Na])(C)(C)C.C1C=CC(P(C2C(C3C(P(C4C=CC=CC=4)C4C=CC=CC=4)=CC=C4C=3C=CC=C4)=C3C(C=CC=C3)=CC=2)C2C=CC=CC=2)=CC=1. The catalyst is O.C1C=CC(/C=C/C(/C=C/C2C=CC=CC=2)=O)=CC=1.C1C=CC(/C=C/C(/C=C/C2C=CC=CC=2)=O)=CC=1.C1C=CC(/C=C/C(/C=C/C2C=CC=CC=2)=O)=CC=1.[Pd].[Pd].C1(C)C=CC=CC=1. The product is [CH3:23][CH:22]([C:4]1[CH:3]=[C:2]([N:25]2[CH2:29][CH2:28][CH2:27][CH2:26]2)[CH:7]=[CH:6][C:5]=1[CH2:8][N:9]1[CH2:14][CH2:13][N:12]([C:15]([O:17][C:18]([CH3:21])([CH3:20])[CH3:19])=[O:16])[CH2:11][CH2:10]1)[CH3:24]. The yield is 0.610. (3) The reactants are [Br:1][C:2]1[CH:3]=[C:4]2[C:8](=[CH:9][CH:10]=1)[NH:7][C:6](=[O:11])[C:5]2=[CH:12][C:13]1[NH:17][C:16]([CH:18]([CH3:20])[CH3:19])=[C:15]([C:21](O)=[O:22])[C:14]=1[C:24]1[CH:29]=[CH:28][CH:27]=[CH:26][CH:25]=1.[N:30]1([CH2:35][CH2:36][CH2:37][NH2:38])[CH2:34][CH2:33][CH2:32][CH2:31]1. The product is [N:30]1([CH2:35][CH2:36][CH2:37][NH:38][C:21]([C:15]2[C:14]([C:24]3[CH:29]=[CH:28][CH:27]=[CH:26][CH:25]=3)=[C:13]([CH:12]=[C:5]3[C:4]4[C:8](=[CH:9][CH:10]=[C:2]([Br:1])[CH:3]=4)[NH:7][C:6]3=[O:11])[NH:17][C:16]=2[CH:18]([CH3:20])[CH3:19])=[O:22])[CH2:34][CH2:33][CH2:32][CH2:31]1. The yield is 0.660. No catalyst specified.